This data is from Reaction yield outcomes from USPTO patents with 853,638 reactions. The task is: Predict the reaction yield, written as a fraction of the theoretical maximum amount of product (1.0 means a 100% yield; for example, 0.34 means a 34% yield). (1) The reactants are [O:1]1[CH:5]=[CH:4][CH2:3][CH2:2]1.[Li]C(C)(C)C.[Sn:11](Cl)([CH2:20][CH2:21][CH2:22][CH3:23])([CH2:16][CH2:17][CH2:18][CH3:19])[CH2:12][CH2:13][CH2:14][CH3:15].[NH4+].[Cl-]. The catalyst is C1COCC1. The product is [CH2:20]([Sn:11]([CH2:12][CH2:13][CH2:14][CH3:15])([CH2:16][CH2:17][CH2:18][CH3:19])[C:5]1[O:1][CH2:2][CH2:3][CH:4]=1)[CH2:21][CH2:22][CH3:23]. The yield is 1.00. (2) The reactants are Cl[C:2]1[C:3]([F:22])=[CH:4][N:5]2[C:10]([C:11]=1[CH3:12])=[C:9]([CH:13]1[CH2:15][CH2:14]1)[CH:8]=[C:7]([C:16]([O:18][CH2:19][CH3:20])=[O:17])[C:6]2=[O:21].[C:23]([C:26]1[CH:31]=[CH:30][C:29](B(O)O)=[CH:28][CH:27]=1)(=[O:25])[NH2:24]. No catalyst specified. The product is [C:23]([C:26]1[CH:31]=[CH:30][C:29]([C:2]2[C:3]([F:22])=[CH:4][N:5]3[C:10]([C:11]=2[CH3:12])=[C:9]([CH:13]2[CH2:15][CH2:14]2)[CH:8]=[C:7]([C:16]([O:18][CH2:19][CH3:20])=[O:17])[C:6]3=[O:21])=[CH:28][CH:27]=1)(=[O:25])[NH2:24]. The yield is 0.850.